Dataset: Reaction yield outcomes from USPTO patents with 853,638 reactions. Task: Predict the reaction yield, written as a fraction of the theoretical maximum amount of product (1.0 means a 100% yield; for example, 0.34 means a 34% yield). (1) The catalyst is CN(C=O)C. The reactants are [H-].[Na+].C[O:4][C:5](=O)[C:6]1[CH:11]=[CH:10][C:9]([Cl:12])=[CH:8][C:7]=1[NH:13][C:14](=[O:26])[CH:15]([C:17]1[CH:22]=[CH:21][C:20]([N+:23]([O-:25])=[O:24])=[CH:19][CH:18]=1)[CH3:16].Cl. The yield is 0.950. The product is [Cl:12][C:9]1[CH:8]=[C:7]2[C:6]([C:5](=[O:4])[C:15]([CH3:16])([C:17]3[CH:18]=[CH:19][C:20]([N+:23]([O-:25])=[O:24])=[CH:21][CH:22]=3)[C:14](=[O:26])[NH:13]2)=[CH:11][CH:10]=1. (2) The reactants are [H-].[Na+].[NH2:3][C:4]1[CH:5]=[CH:6][C:7]([N:12]2[CH2:17][CH2:16][O:15][CH2:14][CH2:13]2)=[C:8]([CH:11]=1)[CH2:9][OH:10].[CH2:18](Cl)[CH:19]=[CH2:20].O. The catalyst is O1CCCC1.[I-].C([N+](CCCC)(CCCC)CCCC)CCC.C(OCC)(=O)C. The product is [CH2:20]([O:10][CH2:9][C:8]1[CH:11]=[C:4]([NH2:3])[CH:5]=[CH:6][C:7]=1[N:12]1[CH2:13][CH2:14][O:15][CH2:16][CH2:17]1)[CH:19]=[CH2:18]. The yield is 0.500. (3) The reactants are [F:1][B-:2]([F:5])([F:4])[F:3].[C:6]1([C:12]2[CH:17]=[C:16]([C:18]3[CH:23]=[CH:22][CH:21]=[CH:20][CH:19]=3)[CH:15]=[C:14]([C:24]3[CH:29]=[CH:28][CH:27]=[CH:26][CH:25]=3)[O+]=2)[CH:11]=[CH:10][CH:9]=[CH:8][CH:7]=1.[NH2:30][C:31]1[CH:36]=[CH:35][CH:34]=[CH:33][CH:32]=1. The catalyst is C(O)C. The product is [F:1][B-:2]([F:5])([F:4])[F:3].[C:31]1([N+:30]2[C:12]([C:6]3[CH:11]=[CH:10][CH:9]=[CH:8][CH:7]=3)=[CH:17][C:16]([C:18]3[CH:23]=[CH:22][CH:21]=[CH:20][CH:19]=3)=[CH:15][C:14]=2[C:24]2[CH:29]=[CH:28][CH:27]=[CH:26][CH:25]=2)[CH:36]=[CH:35][CH:34]=[CH:33][CH:32]=1. The yield is 0.870. (4) The reactants are CON(C)[C:4](=[O:15])[C:5]1[CH:10]=[CH:9][C:8]([N+:11]([O-:13])=[O:12])=[CH:7][C:6]=1[F:14].[H-].C([Al+]CC(C)C)C(C)C.C1(C)C=CC=CC=1.Cl. The catalyst is O1CCCC1. The product is [N+:11]([C:8]1[CH:9]=[CH:10][C:5]([CH:4]=[O:15])=[C:6]([F:14])[CH:7]=1)([O-:13])=[O:12]. The yield is 0.860. (5) The reactants are Br[C:2]1[CH:15]=[CH:14][C:5]([C:6]([C:8]2[CH:13]=[CH:12][CH:11]=[CH:10][CH:9]=2)=[O:7])=[CH:4][CH:3]=1.[C:16]1(B(O)O)[CH:21]=[CH:20][CH:19]=[CH:18][CH:17]=1.[O-]P([O-])([O-])=O.[K+].[K+].[K+]. The catalyst is C1(C)C=CC=CC=1.C1C=CC(/C=C/C(/C=C/C2C=CC=CC=2)=O)=CC=1.C1C=CC(/C=C/C(/C=C/C2C=CC=CC=2)=O)=CC=1.[Pd]. The product is [C:16]1([C:2]2[CH:15]=[CH:14][C:5]([C:6]([C:8]3[CH:13]=[CH:12][CH:11]=[CH:10][CH:9]=3)=[O:7])=[CH:4][CH:3]=2)[CH:21]=[CH:20][CH:19]=[CH:18][CH:17]=1. The yield is 0.940.